From a dataset of Peptide-MHC class II binding affinity with 134,281 pairs from IEDB. Regression. Given a peptide amino acid sequence and an MHC pseudo amino acid sequence, predict their binding affinity value. This is MHC class II binding data. (1) The peptide sequence is VLNRKTFEREYPTIK. The MHC is HLA-DQA10201-DQB10303 with pseudo-sequence HLA-DQA10201-DQB10303. The binding affinity (normalized) is 0. (2) The peptide sequence is EKKYFAATQFEPCAA. The MHC is HLA-DPA10201-DPB10501 with pseudo-sequence HLA-DPA10201-DPB10501. The binding affinity (normalized) is 0.760. (3) The peptide sequence is EAMEKELREAFRLYD. The MHC is HLA-DQA10201-DQB10202 with pseudo-sequence HLA-DQA10201-DQB10202. The binding affinity (normalized) is 0.147. (4) The peptide sequence is RFHLIKNTFGLLFYQ. The MHC is DRB1_0301 with pseudo-sequence DRB1_0301. The binding affinity (normalized) is 0.866.